Dataset: HIV replication inhibition screening data with 41,000+ compounds from the AIDS Antiviral Screen. Task: Binary Classification. Given a drug SMILES string, predict its activity (active/inactive) in a high-throughput screening assay against a specified biological target. (1) The compound is Cc1ccc(C(=O)O)cc1NC(=O)c1cc(C=Cc2ccccc2)nc(S)n1. The result is 0 (inactive). (2) The drug is CC1=CC(=O)C(=Cn2c(=S)[nH]c3ccccc32)C(=O)O1. The result is 0 (inactive). (3) The drug is COC(=O)C1C(c2ccccc2)=NC(c2ccccc2)C1C(=O)OC. The result is 0 (inactive). (4) The result is 0 (inactive). The drug is Cl.c1ccc2c(c1)CCN1CCc3ccccc3C1C2.